From a dataset of Forward reaction prediction with 1.9M reactions from USPTO patents (1976-2016). Predict the product of the given reaction. (1) Given the reactants [Cl:1][C:2]1[S:6][C:5]([S:7]([NH:10][C@@H:11]2[CH2:16][CH2:15][CH2:14][CH2:13][C@H:12]2[CH2:17][OH:18])(=[O:9])=[O:8])=[CH:4][CH:3]=1.C(=O)([O-])[O-].[Cs+].[Cs+].Br[CH2:26][C:27]1[CH:32]=[CH:31][C:30]([C:33]2[O:34][CH:35]=[CH:36][N:37]=2)=[C:29]([F:38])[C:28]=1[F:39].O1C=NC(C2C=CC(CN([C@@H]3CCCC[C@H]3CO)S(C3C=CC(Cl)=CC=3)(=O)=O)=CC=2)=N1, predict the reaction product. The product is: [Cl:1][C:2]1[S:6][C:5]([S:7]([N:10]([CH2:26][C:27]2[CH:32]=[CH:31][C:30]([C:33]3[O:34][CH:35]=[CH:36][N:37]=3)=[C:29]([F:38])[C:28]=2[F:39])[C@@H:11]2[CH2:16][CH2:15][CH2:14][CH2:13][C@H:12]2[CH2:17][OH:18])(=[O:9])=[O:8])=[CH:4][CH:3]=1. (2) Given the reactants [NH2:1][CH2:2][C@H:3]1[CH2:7][CH2:6][N:5]([CH2:8][CH2:9][C:10]2[C:11]([Cl:22])=[CH:12][N:13]=[C:14]3[C:19]=2[N:18]([CH3:20])[C:17](=[O:21])[CH:16]=[CH:15]3)[CH2:4]1.C([O-])(=O)C.[Na+].[C:28]([C:30]1[C:35]2[O:36][CH2:37][CH2:38][O:39][C:34]=2[CH:33]=[C:32]([CH:40]=O)[CH:31]=1)#[N:29].C([BH3-])#N.[Na+], predict the reaction product. The product is: [ClH:22].[ClH:22].[Cl:22][C:11]1[CH:12]=[N:13][C:14]2[CH:15]=[CH:16][C:17](=[O:21])[N:18]([CH3:20])[C:19]=2[C:10]=1[CH2:9][CH2:8][N:5]1[CH2:6][CH2:7][C@H:3]([CH2:2][NH:1][CH2:40][C:32]2[CH:31]=[C:30]([C:28]#[N:29])[C:35]3[O:36][CH2:37][CH2:38][O:39][C:34]=3[CH:33]=2)[CH2:4]1.